Dataset: Catalyst prediction with 721,799 reactions and 888 catalyst types from USPTO. Task: Predict which catalyst facilitates the given reaction. (1) Reactant: [S:1]1[CH:5]=[CH:4][CH:3]=[CH:2]1.[Li]CCCC.[Cl:11][C:12]1[CH:29]=[CH:28][C:15]([CH2:16][N:17]2[C:25]3[C:20](=[CH:21][CH:22]=[CH:23][CH:24]=3)[C:19](=[O:26])[C:18]2=[O:27])=[CH:14][CH:13]=1. Product: [Cl:11][C:12]1[CH:13]=[CH:14][C:15]([CH2:16][N:17]2[C:25]3[C:20](=[CH:21][CH:22]=[CH:23][CH:24]=3)[C:19]([OH:26])([C:2]3[S:1][CH:5]=[CH:4][CH:3]=3)[C:18]2=[O:27])=[CH:28][CH:29]=1. The catalyst class is: 1. (2) Reactant: CS(Cl)(=O)=O.OCC[N:9](CCO)[S:10]([C:13]1[CH:18]=[CH:17][C:16](C)=[CH:15][CH:14]=1)(=[O:12])=[O:11].C(N(CC)CC)C. Product: [C:13]1([S:10]([NH2:9])(=[O:12])=[O:11])[CH:18]=[CH:17][CH:16]=[CH:15][CH:14]=1. The catalyst class is: 4.